From a dataset of Forward reaction prediction with 1.9M reactions from USPTO patents (1976-2016). Predict the product of the given reaction. (1) Given the reactants [Cl-].[NH2:2][C:3](=[O:16])[CH2:4][CH2:5][C:6]1[CH:11]=[CH:10][CH:9]=[CH:8][N+:7]=1[CH2:12][C:13](=O)[CH3:14].C([O-])(O)=O.[Na+].C(OCC)(=O)C.CO, predict the reaction product. The product is: [CH3:14][C:13]1[C:5]([CH2:4][C:3]([NH2:2])=[O:16])=[C:6]2[N:7]([CH:12]=1)[CH:8]=[CH:9][CH:10]=[CH:11]2. (2) Given the reactants C([O:3][C:4](=[O:36])[CH2:5][C:6]1[CH:7]=[N:8][CH:9]=[C:10]([C:12]2[CH:17]=[CH:16][C:15]([C:18]([F:21])([F:20])[F:19])=[CH:14][C:13]=2[CH2:22][N:23]([CH2:29][C:30]2[CH:35]=[CH:34][CH:33]=[CH:32][CH:31]=2)[C:24]([CH:26]2[CH2:28][CH2:27]2)=[O:25])[CH:11]=1)C.[Li+].[OH-].Cl, predict the reaction product. The product is: [CH2:29]([N:23]([CH2:22][C:13]1[CH:14]=[C:15]([C:18]([F:19])([F:20])[F:21])[CH:16]=[CH:17][C:12]=1[C:10]1[CH:11]=[C:6]([CH2:5][C:4]([OH:36])=[O:3])[CH:7]=[N:8][CH:9]=1)[C:24]([CH:26]1[CH2:28][CH2:27]1)=[O:25])[C:30]1[CH:31]=[CH:32][CH:33]=[CH:34][CH:35]=1. (3) Given the reactants CN(C)[CH2:3][CH2:4][CH:5]([N:12]1[CH:16]=[C:15]([NH2:17])[CH:14]=[N:13]1)[C:6]1[CH:11]=[CH:10][CH:9]=[CH:8][CH:7]=1.OC(C1C=CC=CC=1)C1C[CH2:25][N:24]([C:27]([O:29][C:30]([CH3:33])([CH3:32])[CH3:31])=[O:28])[CH2:23][CH2:22]1, predict the reaction product. The product is: [NH2:17][C:15]1[CH:14]=[N:13][N:12]([CH:5]([C:6]2[CH:7]=[CH:8][CH:9]=[CH:10][CH:11]=2)[CH:4]2[CH2:3][CH2:25][N:24]([C:27]([O:29][C:30]([CH3:31])([CH3:33])[CH3:32])=[O:28])[CH2:23][CH2:22]2)[CH:16]=1. (4) The product is: [Cl:1][C:2]1[CH:10]=[C:6]([CH2:7][OH:8])[C:5]([O:11][CH3:12])=[CH:4][C:3]=1[C:13]#[N:14]. Given the reactants [Cl:1][C:2]1[C:3]([C:13]#[N:14])=[CH:4][C:5]([O:11][CH3:12])=[C:6]([CH:10]=1)[C:7](O)=[O:8].B.O, predict the reaction product. (5) The product is: [CH3:1][O:2][C:3](=[O:19])[C:4]1[CH:9]=[CH:8][CH:7]=[CH:6][C:5]=1[NH:10][CH2:11][C:12]1[CH:17]=[CH:16][N:15]=[C:14]([N:28]2[CH2:32][CH2:31][CH2:30][C:29]2=[O:33])[CH:13]=1. Given the reactants [CH3:1][O:2][C:3](=[O:19])[C:4]1[CH:9]=[CH:8][CH:7]=[CH:6][C:5]=1[NH:10][CH2:11][C:12]1[CH:17]=[CH:16][N:15]=[C:14](Br)[CH:13]=1.P([O-])([O-])([O-])=O.[K+].[K+].[K+].[NH:28]1[CH2:32][CH2:31][CH2:30][C:29]1=[O:33].O, predict the reaction product. (6) Given the reactants [CH3:1][N:2]([CH3:20])[CH:3]1[CH2:7][N:6](C(OCC2C=CC=CC=2)=O)[CH2:5][C:4]1([CH3:19])[CH3:18], predict the reaction product. The product is: [CH3:1][N:2]([CH3:20])[CH:3]1[C:4]([CH3:19])([CH3:18])[CH2:5][NH:6][CH2:7]1. (7) Given the reactants Cl[Sn]Cl.Cl.[CH3:5][C:6]1[C:14]2[S:13][CH:12]=[N:11][C:10]=2[CH:9]=[CH:8][C:7]=1[N+:15]([O-])=O.[OH-].[Na+], predict the reaction product. The product is: [CH3:5][C:6]1[C:14]2[S:13][CH:12]=[N:11][C:10]=2[CH:9]=[CH:8][C:7]=1[NH2:15].